This data is from Peptide-MHC class II binding affinity with 134,281 pairs from IEDB. The task is: Regression. Given a peptide amino acid sequence and an MHC pseudo amino acid sequence, predict their binding affinity value. This is MHC class II binding data. (1) The peptide sequence is APECPMCCSKILDLC. The MHC is DRB1_0101 with pseudo-sequence DRB1_0101. The binding affinity (normalized) is 0.129. (2) The peptide sequence is EVVWTNTPTKWDNS. The MHC is DRB1_1101 with pseudo-sequence DRB1_1101. The binding affinity (normalized) is 0.0468.